This data is from Forward reaction prediction with 1.9M reactions from USPTO patents (1976-2016). The task is: Predict the product of the given reaction. Given the reactants [CH3:1][C:2]1[O:6][N:5]=[C:4]([C:7]2[CH:12]=[CH:11][CH:10]=[CH:9][CH:8]=2)[C:3]=1[CH2:13][O:14][C:15]1[CH:23]=[CH:22][C:18]([C:19]([OH:21])=O)=[CH:17][N:16]=1.Cl.[NH:25]1[CH2:29][CH2:28][C:27](=[O:30])[NH:26]1, predict the reaction product. The product is: [CH3:1][C:2]1[O:6][N:5]=[C:4]([C:7]2[CH:8]=[CH:9][CH:10]=[CH:11][CH:12]=2)[C:3]=1[CH2:13][O:14][C:15]1[N:16]=[CH:17][C:18]([C:19]([N:25]2[CH:29]=[CH:28][C:27](=[O:30])[NH:26]2)=[O:21])=[CH:22][CH:23]=1.